Task: Regression. Given two drug SMILES strings and cell line genomic features, predict the synergy score measuring deviation from expected non-interaction effect.. Dataset: NCI-60 drug combinations with 297,098 pairs across 59 cell lines (1) Drug 1: CC(CN1CC(=O)NC(=O)C1)N2CC(=O)NC(=O)C2. Drug 2: CC1C(C(CC(O1)OC2CC(CC3=C2C(=C4C(=C3O)C(=O)C5=C(C4=O)C(=CC=C5)OC)O)(C(=O)CO)O)N)O.Cl. Cell line: KM12. Synergy scores: CSS=30.2, Synergy_ZIP=-9.46, Synergy_Bliss=-11.9, Synergy_Loewe=-6.83, Synergy_HSA=-6.09. (2) Drug 1: C1=CN(C=N1)CC(O)(P(=O)(O)O)P(=O)(O)O. Drug 2: CC1C(C(CC(O1)OC2CC(OC(C2O)C)OC3=CC4=CC5=C(C(=O)C(C(C5)C(C(=O)C(C(C)O)O)OC)OC6CC(C(C(O6)C)O)OC7CC(C(C(O7)C)O)OC8CC(C(C(O8)C)O)(C)O)C(=C4C(=C3C)O)O)O)O. Cell line: K-562. Synergy scores: CSS=46.4, Synergy_ZIP=2.54, Synergy_Bliss=1.95, Synergy_Loewe=-23.3, Synergy_HSA=-1.35.